This data is from HIV replication inhibition screening data with 41,000+ compounds from the AIDS Antiviral Screen. The task is: Binary Classification. Given a drug SMILES string, predict its activity (active/inactive) in a high-throughput screening assay against a specified biological target. (1) The drug is C#CCN(N=O)C(=O)NCCCCC(NC(C)=O)C(=O)NCc1ccccc1. The result is 0 (inactive). (2) The molecule is Nc1cc2cc([N+](=O)[O-])ccc2oc1=O. The result is 0 (inactive). (3) The molecule is Cc1cn(C2CC(N=[N+]=[N-])C(COC(=O)CCCCCCCCCCCF)O2)c(=O)[nH]c1=O. The result is 1 (active). (4) The compound is O=C(Nc1ccc(NC2=NCCN2)cc1)c1ccc(C(=O)Nc2ccc(NC3=NCCN3)cc2)c([N+](=O)[O-])c1. The result is 0 (inactive). (5) The molecule is COc1nc2c(c(O)c(C)c(=O)n2OC2OC(COC(C)=O)C(OC(C)=O)C(OC(C)=O)C2OC(C)=O)c(=O)n1C. The result is 0 (inactive).